The task is: Predict the reactants needed to synthesize the given product.. This data is from Full USPTO retrosynthesis dataset with 1.9M reactions from patents (1976-2016). (1) Given the product [C:1]([O:16][CH2:17][CH2:18][CH2:19][CH3:20])(=[O:15])[CH2:2][CH2:4][CH2:3][CH2:11][CH2:12][CH2:13][CH2:14][CH2:2][C:1]([O:16][CH2:17][CH2:18][CH2:19][CH3:20])=[O:15], predict the reactants needed to synthesize it. The reactants are: [C:1]([O:16][CH2:17][CH2:18][CH2:19][CH3:20])(=[O:15])[C:2]1[C:3](=[CH:11][CH:12]=[CH:13][CH:14]=1)[C:4](OCCCC)=O. (2) Given the product [F:16][C:17]1[CH:18]=[C:19]2[C:23](=[CH:24][CH:25]=1)[NH:22][CH:21]=[C:20]2[CH2:26][CH2:27][CH2:28][CH2:29][NH:1][CH:2]1[CH2:14][O:13][C:12]2[CH:11]=[CH:10][C:9]3[CH2:8][NH:7][C:6](=[O:15])[C:5]=3[C:4]=2[CH2:3]1, predict the reactants needed to synthesize it. The reactants are: [NH2:1][CH:2]1[CH2:14][O:13][C:12]2[CH:11]=[CH:10][C:9]3[CH2:8][NH:7][C:6](=[O:15])[C:5]=3[C:4]=2[CH2:3]1.[F:16][C:17]1[CH:18]=[C:19]2[C:23](=[CH:24][CH:25]=1)[NH:22][CH:21]=[C:20]2[CH2:26][CH2:27][CH2:28][CH:29]=O.C(O)(=O)C.[BH3-]C#N.[Na+]. (3) Given the product [CH3:18][CH:17]([O:16][C:14]([C:10]1[S:11][C:12]([NH:13][C:46]([NH:45][CH2:37][CH2:38][CH2:39][CH2:40][CH2:41][CH2:42][CH2:43][CH3:44])=[O:47])=[C:8]([C:6]([O:5][C:1]([CH3:3])([CH3:2])[CH3:4])=[O:7])[C:9]=1[CH3:25])=[O:15])[CH2:19][CH2:20][CH2:21][CH2:22][CH2:23][CH3:24], predict the reactants needed to synthesize it. The reactants are: [C:1]([O:5][C:6]([C:8]1[C:9]([CH3:25])=[C:10]([C:14]([O:16][CH:17]([CH2:19][CH2:20][CH2:21][CH2:22][CH2:23][CH3:24])[CH3:18])=[O:15])[S:11][C:12]=1[NH2:13])=[O:7])([CH3:4])([CH3:3])[CH3:2].C1CCN2C(=NCCC2)CC1.[CH2:37]([N:45]=[C:46]=[O:47])[CH2:38][CH2:39][CH2:40][CH2:41][CH2:42][CH2:43][CH3:44]. (4) Given the product [CH3:1][C:2]1[C:10]2[C:5](=[CH:6][CH:7]=[C:8]([C:11]([OH:13])=[O:12])[CH:9]=2)[NH:4][C:3]=1[C:15]1[NH:19][N:18]=[CH:17][CH:16]=1, predict the reactants needed to synthesize it. The reactants are: [CH3:1][C:2]1[C:10]2[C:5](=[CH:6][CH:7]=[C:8]([C:11]([O:13]C)=[O:12])[CH:9]=2)[NH:4][C:3]=1[C:15]1[NH:19][N:18]=[CH:17][CH:16]=1.[OH-].[Na+].Cl. (5) Given the product [Cl:1][C:2]1[CH:7]=[C:6]([NH:8][C:9]2[CH:14]=[CH:13][C:12]([F:15])=[CH:11][C:10]=2[F:16])[CH:5]=[CH:4][C:3]=1[C:17]([C:19]1[CH:24]=[C:23]([C:25]#[CH:26])[CH:22]=[CH:21][C:20]=1[CH3:31])=[O:18], predict the reactants needed to synthesize it. The reactants are: [Cl:1][C:2]1[CH:7]=[C:6]([NH:8][C:9]2[CH:14]=[CH:13][C:12]([F:15])=[CH:11][C:10]=2[F:16])[CH:5]=[CH:4][C:3]=1[C:17]([C:19]1[CH:24]=[C:23]([C:25]#[C:26][Si](C)(C)C)[CH:22]=[CH:21][C:20]=1[CH3:31])=[O:18].C([O-])([O-])=O.[K+].[K+].CCOC(C)=O.O. (6) Given the product [CH3:1][O:2][C:3]1[C:12]([NH:13][C:14]([N:34]2[CH2:35][CH2:36][N:31]([C:26]3[CH:27]=[C:28]([CH3:30])[CH:29]=[C:24]([CH3:23])[CH:25]=3)[CH2:32][CH2:33]2)=[S:22])=[N:11][C:10]2[C:5](=[CH:6][CH:7]=[CH:8][CH:9]=2)[N:4]=1, predict the reactants needed to synthesize it. The reactants are: [CH3:1][O:2][C:3]1[C:12]([NH:13][C:14](=[S:22])OC2C=CC=CC=2)=[N:11][C:10]2[C:5](=[CH:6][CH:7]=[CH:8][CH:9]=2)[N:4]=1.[CH3:23][C:24]1[CH:25]=[C:26]([N:31]2[CH2:36][CH2:35][NH:34][CH2:33][CH2:32]2)[CH:27]=[C:28]([CH3:30])[CH:29]=1.